From a dataset of Reaction yield outcomes from USPTO patents with 853,638 reactions. Predict the reaction yield, written as a fraction of the theoretical maximum amount of product (1.0 means a 100% yield; for example, 0.34 means a 34% yield). (1) The reactants are [Br:1][C:2]1[C:3]([C:13]([F:16])([F:15])[F:14])=[N:4][CH:5]=[C:6](/[CH:8]=[CH:9]/OCC)[CH:7]=1.O.Cl.[CH3:19][NH:20][CH3:21].C(O[BH-](OC(=O)C)OC(=O)C)(=O)C.[Na+]. The catalyst is CC(O)=O.C(Cl)Cl. The product is [Br:1][C:2]1[CH:7]=[C:6]([CH2:8][CH2:9][N:20]([CH3:21])[CH3:19])[CH:5]=[N:4][C:3]=1[C:13]([F:16])([F:15])[F:14]. The yield is 0.150. (2) The reactants are [CH:1]1([CH2:4][O:5][C:6]2[CH:11]=[CH:10][CH:9]=[C:8]([O:12]CC3C=CC(OC)=CC=3)[C:7]=2[C:22]2[CH:23]=[C:24]([CH:33]3[CH2:38][CH2:37][CH2:36][N:35](C(OC(C)(C)C)=O)[CH2:34]3)[C:25]3[CH2:30][O:29][C:28](=[O:31])[NH:27][C:26]=3[N:32]=2)[CH2:3][CH2:2]1.[ClH:46]. The catalyst is O1CCOCC1. The product is [ClH:46].[CH:1]1([CH2:4][O:5][C:6]2[CH:11]=[CH:10][CH:9]=[C:8]([OH:12])[C:7]=2[C:22]2[CH:23]=[C:24]([CH:33]3[CH2:38][CH2:37][CH2:36][NH:35][CH2:34]3)[C:25]3[CH2:30][O:29][C:28](=[O:31])[NH:27][C:26]=3[N:32]=2)[CH2:2][CH2:3]1. The yield is 0.620.